This data is from Forward reaction prediction with 1.9M reactions from USPTO patents (1976-2016). The task is: Predict the product of the given reaction. (1) Given the reactants [OH:1][C:2]([C:4]([F:7])([F:6])[F:5])=[O:3].[NH2:8][C:9]1[N:10]([CH3:38])[C:11](=[O:37])[C:12]2([N:36]=1)[C:21]1[C:16](=[CH:17][CH:18]=[C:19]([C:22]3[CH:23]=[C:24]([CH:27]=[CH:28][CH:29]=3)[C:25]#[N:26])[CH:20]=1)[S:15][CH:14]([C:30]1[CH:35]=[CH:34][CH:33]=[CH:32][CH:31]=1)[CH2:13]2, predict the reaction product. The product is: [OH:3][C:2]([C:4]([F:7])([F:6])[F:5])=[O:1].[NH2:8][C:9]1[N:10]([CH3:38])[C:11](=[O:37])[C:12]2([N:36]=1)[C:21]1[C:16](=[CH:17][CH:18]=[C:19]([C:22]3[CH:23]=[C:24]([CH:27]=[CH:28][CH:29]=3)[C:25]#[N:26])[CH:20]=1)[S:15](=[O:1])[CH:14]([C:30]1[CH:31]=[CH:32][CH:33]=[CH:34][CH:35]=1)[CH2:13]2. (2) Given the reactants Br[C:2]1[C:3]([O:18][CH2:19][C:20]([F:23])([F:22])[F:21])=[N:4][CH:5]=[C:6]([CH:17]=1)[C:7]([NH:9][C@H:10]1[CH2:15][CH2:14][CH2:13][CH2:12][C@H:11]1[OH:16])=[O:8].[Cl:24][C:25]1[CH:26]=[C:27](B(O)O)[CH:28]=[CH:29][C:30]=1[Cl:31].C(=O)([O-])[O-].[Na+].[Na+], predict the reaction product. The product is: [Cl:24][C:25]1[CH:26]=[C:27]([C:2]2[C:3]([O:18][CH2:19][C:20]([F:23])([F:22])[F:21])=[N:4][CH:5]=[C:6]([CH:17]=2)[C:7]([NH:9][C@H:10]2[CH2:15][CH2:14][CH2:13][CH2:12][C@H:11]2[OH:16])=[O:8])[CH:28]=[CH:29][C:30]=1[Cl:31]. (3) Given the reactants [Br-:1].C1(C(C2C=CC=CC=2)(C)C(O[C@@H:12]2[CH:17]3[CH2:18][CH2:19][N+:14]([CH2:20][C:21](=[O:28])[NH:22][C:23]4[CH:27]=[CH:26][O:25][N:24]=4)([CH2:15][CH2:16]3)[CH2:13]2)=O)C=CC=CC=1.[CH:36]1([C:41]([C:46]2[O:47][CH:48]=[CH:49][CH:50]=2)([OH:45])[C:42]([OH:44])=[O:43])[CH2:40][CH2:39][CH2:38][CH2:37]1, predict the reaction product. The product is: [Br-:1].[CH:36]1([C:41]([C:46]2[O:47][CH:48]=[CH:49][CH:50]=2)([OH:45])[C:42]([O:44][C@@H:16]2[CH:17]3[CH2:18][CH2:19][N+:14]([CH2:20][C:21](=[O:28])[NH:22][C:23]4[CH:27]=[CH:26][O:25][N:24]=4)([CH2:13][CH2:12]3)[CH2:15]2)=[O:43])[CH2:40][CH2:39][CH2:38][CH2:37]1. (4) Given the reactants [Cl:1][C:2]1[CH:10]=[CH:9][C:5]2=[N:6][Se][N:8]=[C:4]2[C:3]=1[N+:11]([O-:13])=[O:12].[OH-].[Na+].[C:16]([O-])([O-])=[O:17].[Na+].[Na+], predict the reaction product. The product is: [Cl:1][C:2]1[CH:10]=[CH:9][C:5]2[NH:6][C:16](=[O:17])[NH:8][C:4]=2[C:3]=1[N+:11]([O-:13])=[O:12]. (5) Given the reactants [CH3:1][C:2]1[O:3][C:4]2[C:14]([N:15]=1)=[CH:13][C:7]1[CH2:8][CH2:9][NH:10][CH2:11][CH2:12][C:6]=1[CH:5]=2.[Cl:16][CH2:17][CH2:18][CH2:19][S:20][C:21]1[N:25]([CH3:26])[C:24]([C:27]2[CH:32]=[CH:31][C:30]([C:33]([F:36])([F:35])[F:34])=[CH:29][CH:28]=2)=[N:23][N:22]=1, predict the reaction product. The product is: [ClH:16].[CH3:1][C:2]1[O:3][C:4]2[C:14]([N:15]=1)=[CH:13][C:7]1[CH2:8][CH2:9][N:10]([CH2:17][CH2:18][CH2:19][S:20][C:21]3[N:25]([CH3:26])[C:24]([C:27]4[CH:32]=[CH:31][C:30]([C:33]([F:36])([F:34])[F:35])=[CH:29][CH:28]=4)=[N:23][N:22]=3)[CH2:11][CH2:12][C:6]=1[CH:5]=2. (6) Given the reactants [C:1]([CH:3]1[CH2:5][CH2:4]1)#[CH:2].C(N(CC)CC)C.Br[C:14]1[CH:35]=[CH:34][C:17]([C:18]([NH:20][S:21]([C:24]2[CH:29]=[CH:28][CH:27]=[CH:26][C:25]=2[S:30](=[O:33])(=[O:32])[NH2:31])(=[O:23])=[O:22])=[O:19])=[CH:16][C:15]=1[O:36][CH3:37], predict the reaction product. The product is: [CH:3]1([C:1]#[C:2][C:14]2[CH:35]=[CH:34][C:17]([C:18]([NH:20][S:21]([C:24]3[CH:29]=[CH:28][CH:27]=[CH:26][C:25]=3[S:30](=[O:32])(=[O:33])[NH2:31])(=[O:22])=[O:23])=[O:19])=[CH:16][C:15]=2[O:36][CH3:37])[CH2:5][CH2:4]1. (7) Given the reactants Br[C:2]1[C:3]([NH:23][C:24](=[O:26])[CH3:25])=[CH:4][CH:5]=[C:6]2[C:11]=1[N:10]=[C:9]([CH:12]([CH3:14])[CH3:13])[N:8]([C:15]1[CH:20]=[CH:19][C:18]([Cl:21])=[CH:17][CH:16]=1)[C:7]2=[O:22].[CH2:27]([Sn](CCCC)(CCCC)C=C)[CH2:28]CC.C1COCC1, predict the reaction product. The product is: [Cl:21][C:18]1[CH:19]=[CH:20][C:15]([N:8]2[C:7](=[O:22])[C:6]3[C:11](=[C:2]([CH:27]=[CH2:28])[C:3]([NH:23][C:24](=[O:26])[CH3:25])=[CH:4][CH:5]=3)[N:10]=[C:9]2[CH:12]([CH3:14])[CH3:13])=[CH:16][CH:17]=1.